Dataset: Full USPTO retrosynthesis dataset with 1.9M reactions from patents (1976-2016). Task: Predict the reactants needed to synthesize the given product. The reactants are: [Br:1]Br.[F:3][C:4]1[CH:5]=[CH:6][C:7]2[C@@:13]3([CH3:19])[N:14]=[C:15]([NH2:18])[S:16][CH2:17][C@H:12]3[CH2:11][O:10][C:8]=2[CH:9]=1.[OH-].[Na+].O.C(=O)(O)[O-].[Na+]. Given the product [Br:1][C:5]1[C:4]([F:3])=[CH:9][C:8]2[O:10][CH2:11][C@@H:12]3[CH2:17][S:16][C:15]([NH2:18])=[N:14][C@:13]3([CH3:19])[C:7]=2[CH:6]=1, predict the reactants needed to synthesize it.